Dataset: Forward reaction prediction with 1.9M reactions from USPTO patents (1976-2016). Task: Predict the product of the given reaction. (1) Given the reactants [Br:1][C:2]1[CH:3]=[CH:4][C:5]2[N:6]([C:8](I)=[CH:9][N:10]=2)[CH:7]=1.[F:12][C:13]1[CH:18]=[C:17]([F:19])[CH:16]=[CH:15][C:14]=1B(O)O, predict the reaction product. The product is: [Br:1][C:2]1[CH:3]=[CH:4][C:5]2[N:6]([C:8]([C:16]3[CH:15]=[CH:14][C:13]([F:12])=[CH:18][C:17]=3[F:19])=[CH:9][N:10]=2)[CH:7]=1. (2) Given the reactants Cl[C:2]1[CH:11]=[CH:10][C:9]2[C:4](=[CH:5][CH:6]=[C:7]([N+:12]([O-])=O)[CH:8]=2)[N:3]=1.[CH3:15][C:16]1[O:20][C:19]([CH2:21][NH2:22])=[CH:18][CH:17]=1.[CH:23]([N:26]=[C:27]=[O:28])([CH3:25])[CH3:24], predict the reaction product. The product is: [CH:23]([NH:26][C:27]([NH:12][C:7]1[CH:8]=[C:9]2[C:4](=[CH:5][CH:6]=1)[N:3]=[C:2]([NH:22][CH2:21][C:19]1[O:20][C:16]([CH3:15])=[CH:17][CH:18]=1)[CH:11]=[CH:10]2)=[O:28])([CH3:25])[CH3:24]. (3) Given the reactants [CH3:1][O:2][C:3]1[CH:4]=[C:5]([CH:11]=[CH:12][CH:13]=1)[O:6][CH2:7][C:8]([OH:10])=O.CCN(C(C)C)C(C)C.[NH2:23][CH2:24][CH:25]([OH:37])[CH2:26][N:27]1[CH2:36][CH2:35][C:34]2[C:29](=[CH:30][CH:31]=[CH:32][CH:33]=2)[CH2:28]1.C1N(P(Cl)(N2C(=O)OCC2)=O)C(=O)OC1, predict the reaction product. The product is: [CH2:28]1[C:29]2[C:34](=[CH:33][CH:32]=[CH:31][CH:30]=2)[CH2:35][CH2:36][N:27]1[CH2:26][CH:25]([OH:37])[CH2:24][NH:23][C:8](=[O:10])[CH2:7][O:6][C:5]1[CH:11]=[CH:12][CH:13]=[C:3]([O:2][CH3:1])[CH:4]=1.